This data is from Full USPTO retrosynthesis dataset with 1.9M reactions from patents (1976-2016). The task is: Predict the reactants needed to synthesize the given product. (1) Given the product [ClH:33].[O:1]1[C:5]2[CH:6]=[CH:7][CH:8]=[CH:9][C:4]=2[C:3]([CH2:10][C@@H:11]([B:30]([OH:32])[OH:31])[NH:12][C:13](=[O:29])[CH2:14][CH2:15][N:16]2[CH2:17][CH2:18][NH:19][CH2:20][CH2:21]2)=[CH:2]1, predict the reactants needed to synthesize it. The reactants are: [O:1]1[C:5]2[CH:6]=[CH:7][CH:8]=[CH:9][C:4]=2[C:3]([CH2:10][C@@H:11]([B:30]([OH:32])[OH:31])[NH:12][C:13](=[O:29])[CH2:14][CH2:15][N:16]2[CH2:21][CH2:20][N:19](C(OC(C)(C)C)=O)[CH2:18][CH2:17]2)=[CH:2]1.[ClH:33]. (2) Given the product [CH3:49][C:33]1([CH3:50])[C:34]2[C:39](=[CH:38][C:37]([C:53]3[CH:58]=[CH:57][CH:56]=[CH:55][N:54]=3)=[CH:36][CH:35]=2)[C:31]([CH3:51])([CH3:30])[CH2:32]1, predict the reactants needed to synthesize it. The reactants are: COC1C=CC=C(OC)C=1C1C=CC=CC=1P(C1CCCCC1)C1CCCCC1.[CH3:30][C:31]1([CH3:51])[C:39]2[C:34](=[CH:35][C:36](B([O-])OC(C(C)(C)C)C)=[CH:37][CH:38]=2)[C:33]([CH3:50])([CH3:49])[CH2:32]1.Br[C:53]1[CH:58]=[CH:57][CH:56]=[CH:55][N:54]=1.O.P([O-])([O-])([O-])=O.[K+].[K+].[K+]. (3) The reactants are: [C:1]1(=[O:7])[NH:6][CH2:5][CH2:4][CH2:3][CH2:2]1.[CH2:8](OC=C)[CH2:9]CC. Given the product [CH:8]([N:6]1[CH2:5][CH2:4][CH2:3][CH2:2][C:1]1=[O:7])=[CH2:9], predict the reactants needed to synthesize it. (4) Given the product [CH3:33][CH:34]1[CH2:39][CH2:38][CH2:37][CH2:36][N:35]1[CH2:23][CH2:22][CH2:21][O:20][C:17]1[CH:18]=[CH:19][C:14]([N:11]2[CH2:12][CH2:13][N:8]([C:6]([O:5][C:1]([CH3:4])([CH3:3])[CH3:2])=[O:7])[CH2:9][CH2:10]2)=[CH:15][CH:16]=1, predict the reactants needed to synthesize it. The reactants are: [C:1]([O:5][C:6]([N:8]1[CH2:13][CH2:12][N:11]([C:14]2[CH:19]=[CH:18][C:17]([O:20][CH2:21][CH2:22][CH2:23]Cl)=[CH:16][CH:15]=2)[CH2:10][CH2:9]1)=[O:7])([CH3:4])([CH3:3])[CH3:2].C(=O)([O-])[O-].[K+].[K+].[I-].[K+].[CH3:33][CH:34]1[CH2:39][CH2:38][CH2:37][CH2:36][NH:35]1. (5) Given the product [CH2:1]([O:3][C:4]([C:6]1[CH:7]=[N:8][N:9]([C:24]([C:18]2[CH:23]=[CH:22][CH:21]=[CH:20][CH:19]=2)([C:31]2[CH:32]=[CH:33][CH:34]=[CH:35][CH:36]=2)[C:25]2[CH:26]=[CH:27][CH:28]=[CH:29][CH:30]=2)[CH:10]=1)=[O:5])[CH3:2], predict the reactants needed to synthesize it. The reactants are: [CH2:1]([O:3][C:4]([C:6]1[CH:7]=[N:8][NH:9][CH:10]=1)=[O:5])[CH3:2].C(N(CC)CC)C.[C:18]1([C:24](Br)([C:31]2[CH:36]=[CH:35][CH:34]=[CH:33][CH:32]=2)[C:25]2[CH:30]=[CH:29][CH:28]=[CH:27][CH:26]=2)[CH:23]=[CH:22][CH:21]=[CH:20][CH:19]=1.O. (6) Given the product [F:15][C:14]([F:17])([F:16])[CH2:13][O:12][C:21]1[N:22]=[CH:23][C:24]([C:27]([O:29][CH3:30])=[O:28])=[N:25][CH:26]=1, predict the reactants needed to synthesize it. The reactants are: C(=O)([O-])[O-].[Cs+].[Cs+].FC(F)(F)S([O:12][CH2:13][C:14]([F:17])([F:16])[F:15])(=O)=O.O[C:21]1[N:22]=[CH:23][C:24]([C:27]([O:29][CH3:30])=[O:28])=[N:25][CH:26]=1.[Cl-].[NH4+]. (7) Given the product [Cl:8][C:9]1[CH:14]=[CH:13][N:12]=[C:11]2[N:15]([S:31]([C:34]3[CH:35]=[CH:36][C:37]([CH3:40])=[CH:38][CH:39]=3)(=[O:33])=[O:32])[C:16]([C:18]3[CH2:19][CH2:20][NH:21][CH2:22][CH:23]=3)=[CH:17][C:10]=12, predict the reactants needed to synthesize it. The reactants are: FC(F)(F)C(O)=O.[Cl:8][C:9]1[CH:14]=[CH:13][N:12]=[C:11]2[N:15]([S:31]([C:34]3[CH:39]=[CH:38][C:37]([CH3:40])=[CH:36][CH:35]=3)(=[O:33])=[O:32])[C:16]([C:18]3[CH2:19][CH2:20][N:21](C(OC(C)(C)C)=O)[CH2:22][CH:23]=3)=[CH:17][C:10]=12.